Task: Predict the product of the given reaction.. Dataset: Forward reaction prediction with 1.9M reactions from USPTO patents (1976-2016) (1) Given the reactants [NH:1]1[C:9]2[CH2:8][CH2:7][CH2:6][C:5](=O)[C:4]=2[CH:3]=[CH:2]1.[NH:11]1[C:19]2[C:14](=[CH:15][CH:16]=[CH:17][CH:18]=2)[CH2:13][C:12]1=[O:20], predict the reaction product. The product is: [NH:11]1[C:19]2[C:14](=[CH:15][CH:16]=[CH:17][CH:18]=2)[C:13](=[C:5]2[CH2:6][CH2:7][CH2:8][C:9]3[NH:1][CH:2]=[CH:3][C:4]2=3)[C:12]1=[O:20]. (2) Given the reactants [NH2:1][CH2:2][C@H:3]1[CH2:7][CH2:6][N:5]([CH2:8][CH:9]2[C:19]3=[C:20]4[C:15](=[CH:16][CH:17]=[C:18]3[F:21])[CH:14]=[CH:13][C:12](=[O:22])[N:11]4[CH2:10]2)[CH2:4]1.[S:23]1[C:31]2[CH:30]=[C:29]([CH:32]=O)[N:28]=[CH:27][C:26]=2[O:25][CH2:24]1.C(Cl)(Cl)[Cl:35].C(O[BH-](OC(=O)C)OC(=O)C)(=O)C.[Na+], predict the reaction product. The product is: [ClH:35].[ClH:35].[F:21][C:18]1[C:19]2[CH:9]([CH2:8][N:5]3[CH2:6][CH2:7][C@H:3]([CH2:2][NH:1][CH2:32][C:29]4[N:28]=[CH:27][C:26]5[O:25][CH2:24][S:23][C:31]=5[CH:30]=4)[CH2:4]3)[CH2:10][N:11]3[C:20]=2[C:15]([CH:14]=[CH:13][C:12]3=[O:22])=[CH:16][CH:17]=1.